This data is from NCI-60 drug combinations with 297,098 pairs across 59 cell lines. The task is: Regression. Given two drug SMILES strings and cell line genomic features, predict the synergy score measuring deviation from expected non-interaction effect. Drug 1: C1=NC2=C(N1)C(=S)N=C(N2)N. Drug 2: COC1=C2C(=CC3=C1OC=C3)C=CC(=O)O2. Cell line: SK-OV-3. Synergy scores: CSS=37.6, Synergy_ZIP=-0.896, Synergy_Bliss=-2.60, Synergy_Loewe=-15.3, Synergy_HSA=-3.23.